From a dataset of Full USPTO retrosynthesis dataset with 1.9M reactions from patents (1976-2016). Predict the reactants needed to synthesize the given product. Given the product [CH3:1][O:8][C:9]([CH:10]1[CH2:15][CH2:14][CH:13]([CH2:16][OH:17])[CH2:12][CH2:11]1)=[O:18].[CH3:21][O:22][C:16]([CH:13]1[CH2:12][CH2:11][CH:10]([CH2:9][O:8][CH2:1][C:2]2[CH:3]=[CH:4][CH:5]=[CH:6][CH:7]=2)[CH2:15][CH2:14]1)=[O:17], predict the reactants needed to synthesize it. The reactants are: [CH2:1]([O:8][CH2:9][CH:10]1[CH2:15][CH2:14][CH:13]([CH:16]=[O:17])[CH2:12][CH2:11]1)[C:2]1[CH:7]=[CH:6][CH:5]=[CH:4][CH:3]=1.[O-:18]Cl.[Na+].[CH3:21][OH:22].